Dataset: Catalyst prediction with 721,799 reactions and 888 catalyst types from USPTO. Task: Predict which catalyst facilitates the given reaction. (1) Reactant: [Br:1][C:2]1[CH:3]=[C:4]2[C:8](=[CH:9][CH:10]=1)[NH:7][CH:6]=[C:5]2[C:11](=[O:17])[CH2:12][CH2:13][C:14]([OH:16])=[O:15].[H-].[Na+].[CH3:20][N:21]([CH3:32])[C:22]1[N:27]=[C:26]([N:28]([CH3:30])[CH3:29])[N:25]=[C:24](Cl)[N:23]=1.Cl. Product: [CH3:29][N:28]([CH3:30])[C:26]1[N:27]=[C:22]([N:21]([CH3:32])[CH3:20])[N:23]=[C:24]([N:7]2[C:8]3[C:4](=[CH:3][C:2]([Br:1])=[CH:10][CH:9]=3)[C:5]([C:11](=[O:17])[CH2:12][CH2:13][C:14]([OH:16])=[O:15])=[CH:6]2)[N:25]=1. The catalyst class is: 35. (2) Reactant: ClCCl.[CH2:4]([N:11]1[CH2:16][CH2:15][NH:14][CH2:13][CH2:12]1)[C:5]1[CH:10]=[CH:9][CH:8]=[CH:7][CH:6]=1.[CH3:17][S:18](Cl)(=[O:20])=[O:19]. Product: [CH2:4]([N:11]1[CH2:16][CH2:15][N:14]([S:18]([CH3:17])(=[O:20])=[O:19])[CH2:13][CH2:12]1)[C:5]1[CH:6]=[CH:7][CH:8]=[CH:9][CH:10]=1. The catalyst class is: 813. (3) Reactant: [F:1][C:2]1[N:12]=[CH:11][C:10]2[C:9](=[O:13])[N:8]3[CH2:14][C@H:15]([C:18]([OH:20])=O)[CH2:16][CH2:17][C@H:7]3[CH2:6][CH2:5][C:4]=2[CH:3]=1.C(C1NC=CN=1)(C1[NH:24]C=CN=1)=O.[OH-].[NH4+]. Product: [F:1][C:2]1[N:12]=[CH:11][C:10]2[C:9](=[O:13])[N:8]3[CH2:14][C@H:15]([C:18]([NH2:24])=[O:20])[CH2:16][CH2:17][C@H:7]3[CH2:6][CH2:5][C:4]=2[CH:3]=1. The catalyst class is: 291. (4) Reactant: O=[C:2]([CH2:11][CH2:12][CH3:13])[CH2:3][C:4]([O:6]CCC#N)=[O:5].[NH2:14]/[C:15](/[CH3:21])=[CH:16]\[C:17]([O:19][CH3:20])=[O:18].[CH3:22][O:23][C:24]1[CH:31]=[CH:30][C:27]([CH:28]=O)=[CH:26][CH:25]=1. Product: [CH3:22][O:23][C:24]1[CH:31]=[CH:30][C:27]([CH:28]2[C:16]([C:17]([O:19][CH3:20])=[O:18])=[C:15]([CH3:21])[NH:14][C:2]([CH2:11][CH2:12][CH3:13])=[C:3]2[C:4]([OH:6])=[O:5])=[CH:26][CH:25]=1. The catalyst class is: 32.